From a dataset of Full USPTO retrosynthesis dataset with 1.9M reactions from patents (1976-2016). Predict the reactants needed to synthesize the given product. (1) Given the product [CH:1]1([CH:4]([C:6]2[CH:18]=[CH:17][CH:16]=[C:15]([CH:19]([CH3:21])[CH3:20])[C:7]=2[O:8][CH2:9][CH2:10][OH:11])[CH3:5])[CH2:3][CH2:2]1, predict the reactants needed to synthesize it. The reactants are: [CH:1]1([CH:4]([C:6]2[CH:18]=[CH:17][CH:16]=[C:15]([CH:19]([CH3:21])[CH3:20])[C:7]=2[O:8][CH2:9][C:10](OCC)=[O:11])[CH3:5])[CH2:3][CH2:2]1.[BH4-].[Na+]. (2) Given the product [F:36][C:2]([F:1])([F:35])[C:3]1[CH:34]=[CH:33][C:6]([CH2:7][N:8]2[C:16]3[C:11](=[CH:12][CH:13]=[CH:14][C:15]=3[C:17]([NH:19][C:20]3([C:23]4[CH:24]=[CH:25][C:26]([C:27]([OH:29])=[O:28])=[CH:31][CH:32]=4)[CH2:21][CH2:22]3)=[O:18])[CH:10]=[CH:9]2)=[CH:5][CH:4]=1, predict the reactants needed to synthesize it. The reactants are: [F:1][C:2]([F:36])([F:35])[C:3]1[CH:34]=[CH:33][C:6]([CH2:7][N:8]2[C:16]3[C:11](=[CH:12][CH:13]=[CH:14][C:15]=3[C:17]([NH:19][C:20]3([C:23]4[CH:32]=[CH:31][C:26]([C:27]([O:29]C)=[O:28])=[CH:25][CH:24]=4)[CH2:22][CH2:21]3)=[O:18])[CH:10]=[CH:9]2)=[CH:5][CH:4]=1.O. (3) Given the product [Cl:15][C:3]1[CH:4]=[C:5]([CH:11]=[C:12]([O:13][CH3:14])[C:2]=1[I:19])[C:6]([O:8][CH2:9][CH3:10])=[O:7], predict the reactants needed to synthesize it. The reactants are: N[C:2]1[C:12]([O:13][CH3:14])=[CH:11][C:5]([C:6]([O:8][CH2:9][CH3:10])=[O:7])=[CH:4][C:3]=1[Cl:15].C(#N)C.[I:19]CI.N(OCCC(C)C)=O. (4) Given the product [N+:11]([C:3]1[CH:4]=[CH:5][CH:6]=[C:7]([N+:8]([O-:10])=[O:9])[C:2]=1[NH:16][CH2:14][CH3:15])([O-:13])=[O:12], predict the reactants needed to synthesize it. The reactants are: Cl[C:2]1[C:7]([N+:8]([O-:10])=[O:9])=[CH:6][CH:5]=[CH:4][C:3]=1[N+:11]([O-:13])=[O:12].[CH2:14]([NH2:16])[CH3:15].